From a dataset of Catalyst prediction with 721,799 reactions and 888 catalyst types from USPTO. Predict which catalyst facilitates the given reaction. (1) Reactant: [CH3:1][C:2]([CH3:8])([CH3:7])[CH2:3][C:4](Cl)=[O:5].[CH3:9][C:10]1[CH:14]=[C:13]([N:15]2[C:19]3[CH:20]=[C:21]([C:24]([F:27])([F:26])[F:25])[CH:22]=[CH:23][C:18]=3[N:17]=[C:16]2[NH2:28])[O:12][N:11]=1.C(N(CC)CC)C.N. Product: [CH3:1][C:2]([CH3:8])([CH3:7])[CH2:3][C:4]([NH:28][C:16]1[N:15]([C:13]2[O:12][N:11]=[C:10]([CH3:9])[CH:14]=2)[C:19]2[CH:20]=[C:21]([C:24]([F:27])([F:26])[F:25])[CH:22]=[CH:23][C:18]=2[N:17]=1)=[O:5]. The catalyst class is: 2. (2) Product: [Cl:6][C:7]1[CH:8]=[CH:9][C:10]([CH2:13][O:14][C:15]2[CH:20]=[CH:19][N:18]([C:21]3[CH:22]=[N:23][C:24]([NH:5][CH2:4][CH2:3][NH:2][CH3:1])=[CH:25][CH:26]=3)[C:17](=[O:28])[CH:16]=2)=[N:11][CH:12]=1. Reactant: [CH3:1][NH:2][CH2:3][CH2:4][NH2:5].[Cl:6][C:7]1[CH:8]=[CH:9][C:10]([CH2:13][O:14][C:15]2[CH:20]=[CH:19][N:18]([C:21]3[CH:22]=[N:23][C:24](F)=[CH:25][CH:26]=3)[C:17](=[O:28])[CH:16]=2)=[N:11][CH:12]=1.C(=O)([O-])[O-].[K+].[K+]. The catalyst class is: 3. (3) Reactant: C([O:4][C:5](=[O:66])[C@@H:6]([NH:58][C:59]([O:61][C:62]([CH3:65])([CH3:64])[CH3:63])=[O:60])[CH2:7][C:8]1[CH:57]=[CH:56][C:11]([O:12][C:13]([NH:15][C@H:16]([C:28]([NH:30][C@H:31]([C:53]([NH2:55])=[O:54])[CH2:32][S:33][C:34]([C:47]2[CH:52]=[CH:51][CH:50]=[CH:49][CH:48]=2)([C:41]2[CH:46]=[CH:45][CH:44]=[CH:43][CH:42]=2)[C:35]2[CH:40]=[CH:39][CH:38]=[CH:37][CH:36]=2)=[O:29])[CH2:17][CH2:18][CH2:19][NH:20][C:21]([O:23][C:24]([CH3:27])([CH3:26])[CH3:25])=[O:22])=[O:14])=[CH:10][CH:9]=1)C=C.C(N(CC)CC)C.C(O)=O. Product: [C:24]([O:23][C:21]([NH:20][CH2:19][CH2:18][CH2:17][C@@H:16]([C:28]([NH:30][C@H:31]([C:53]([NH2:55])=[O:54])[CH2:32][S:33][C:34]([C:41]1[CH:46]=[CH:45][CH:44]=[CH:43][CH:42]=1)([C:47]1[CH:52]=[CH:51][CH:50]=[CH:49][CH:48]=1)[C:35]1[CH:36]=[CH:37][CH:38]=[CH:39][CH:40]=1)=[O:29])[NH:15][C:13]([O:12][C:11]1[CH:10]=[CH:9][C:8]([CH2:7][C@H:6]([NH:58][C:59]([O:61][C:62]([CH3:63])([CH3:65])[CH3:64])=[O:60])[C:5]([OH:66])=[O:4])=[CH:57][CH:56]=1)=[O:14])=[O:22])([CH3:25])([CH3:26])[CH3:27]. The catalyst class is: 30. (4) Reactant: [CH2:1]([O:3][C:4]([C:6]1[NH:7][C:8]2[C:13]([C:14]=1[NH:15][C:16]1[CH:21]=[CH:20][N:19]=[CH:18][CH:17]=1)=[CH:12][C:11]([F:22])=[CH:10][CH:9]=2)=[O:5])[CH3:2].[CH3:23]C(C)([O-])C.[K+].O1CCCC1.[Cl-].[NH4+]. Product: [CH2:1]([O:3][C:4]([C:6]1[N:7]([CH3:23])[C:8]2[C:13]([C:14]=1[NH:15][C:16]1[CH:21]=[CH:20][N:19]=[CH:18][CH:17]=1)=[CH:12][C:11]([F:22])=[CH:10][CH:9]=2)=[O:5])[CH3:2]. The catalyst class is: 42. (5) Product: [C:8]([O:7][C:6]([NH:5][CH2:4][C:3]1[CH:13]=[C:14]([O:17][CH3:18])[CH:15]=[CH:16][C:2]=1[C:27]1[CH:28]=[C:23]([CH:24]=[CH:25][CH:26]=1)[C:21]([O:20][CH3:19])=[O:22])=[O:12])([CH3:11])([CH3:10])[CH3:9]. The catalyst class is: 11. Reactant: Br[C:2]1[CH:16]=[CH:15][C:14]([O:17][CH3:18])=[CH:13][C:3]=1[CH2:4][NH:5][C:6](=[O:12])[O:7][C:8]([CH3:11])([CH3:10])[CH3:9].[CH3:19][O:20][C:21]([C:23]1[CH:24]=[C:25](B(O)O)[CH:26]=[CH:27][CH:28]=1)=[O:22].C(=O)([O-])[O-].[K+].[K+].